This data is from Forward reaction prediction with 1.9M reactions from USPTO patents (1976-2016). The task is: Predict the product of the given reaction. The product is: [OH:7][C@H:8]1[C@H:2]([I:1])[CH2:3][CH2:4][C@@H:5]([C:6]([OH:10])=[O:11])[CH2:9]1. Given the reactants [I:1][CH:2]1[CH:8]2[CH2:9][CH:5]([C:6](=[O:10])[O:7]2)[CH2:4][CH2:3]1.[O:11]1CCCC1, predict the reaction product.